From a dataset of Full USPTO retrosynthesis dataset with 1.9M reactions from patents (1976-2016). Predict the reactants needed to synthesize the given product. (1) The reactants are: Cl[C:2]1[N:10]=[C:9]([N+:11]([O-:13])=[O:12])[N:8]=[C:7]2[C:3]=1[N:4]=[CH:5][N:6]2[CH2:14][C:15]1[CH:20]=[CH:19][C:18]([O:21][CH3:22])=[CH:17][CH:16]=1.C([Sn](CCCC)(CCCC)[C:28]1[O:29][CH:30]=[CH:31][CH:32]=1)CCC. Given the product [O:29]1[CH:30]=[CH:31][CH:32]=[C:28]1[C:2]1[N:10]=[C:9]([N+:11]([O-:13])=[O:12])[N:8]=[C:7]2[C:3]=1[N:4]=[CH:5][N:6]2[CH2:14][C:15]1[CH:20]=[CH:19][C:18]([O:21][CH3:22])=[CH:17][CH:16]=1, predict the reactants needed to synthesize it. (2) Given the product [C:28]([O:27][C:25](=[O:26])[NH:24][C:20]1([C:17]2[CH:18]=[CH:19][C:14]([C:12]3[N:13]=[C:7]4[CH:6]=[C:5]([C:3](=[O:4])[NH2:38])[CH:10]=[CH:9][N:8]4[C:11]=3[C:32]3[CH:37]=[CH:36][CH:35]=[CH:34][CH:33]=3)=[CH:15][CH:16]=2)[CH2:21][CH2:22][CH2:23]1)([CH3:31])([CH3:29])[CH3:30], predict the reactants needed to synthesize it. The reactants are: CO[C:3]([C:5]1[CH:10]=[CH:9][N:8]2[C:11]([C:32]3[CH:37]=[CH:36][CH:35]=[CH:34][CH:33]=3)=[C:12]([C:14]3[CH:19]=[CH:18][C:17]([C:20]4([NH:24][C:25]([O:27][C:28]([CH3:31])([CH3:30])[CH3:29])=[O:26])[CH2:23][CH2:22][CH2:21]4)=[CH:16][CH:15]=3)[N:13]=[C:7]2[CH:6]=1)=[O:4].[NH3:38].